Dataset: Catalyst prediction with 721,799 reactions and 888 catalyst types from USPTO. Task: Predict which catalyst facilitates the given reaction. (1) Reactant: [H-].[Na+].[I:3][C:4]1[NH:8][N:7]=[CH:6][C:5]=1[C:9]([O:11][CH2:12][CH3:13])=[O:10].[CH3:14][Si:15]([CH3:22])([CH3:21])[CH2:16][CH2:17][O:18][CH2:19]Cl.O. Product: [I:3][C:4]1[C:5]([C:9]([O:11][CH2:12][CH3:13])=[O:10])=[CH:6][N:7]([CH2:19][O:18][CH2:17][CH2:16][Si:15]([CH3:22])([CH3:21])[CH3:14])[N:8]=1. The catalyst class is: 1. (2) Reactant: Cl[C:2]1[N:3]([CH3:19])[C:4](=[O:18])[C:5]2[C:10]([NH:11][C:12]3[CH:17]=[CH:16][CH:15]=[CH:14][CH:13]=3)=[N:9][NH:8][C:6]=2[N:7]=1.Cl.[NH2:21][C@@H:22]1[CH2:26][CH2:25][CH2:24][C@H:23]1[OH:27].CCN(C(C)C)C(C)C. Product: [OH:27][C@@H:23]1[CH2:24][CH2:25][CH2:26][C@H:22]1[NH:21][C:2]1[N:3]([CH3:19])[C:4](=[O:18])[C:5]2[C:6](=[N:8][NH:9][C:10]=2[NH:11][C:12]2[CH:17]=[CH:16][CH:15]=[CH:14][CH:13]=2)[N:7]=1. The catalyst class is: 3. (3) Reactant: [Cl-].[Mg+2].[Cl-].[C:4](OCC)(=O)CC(OCC)=O.C(N(CC)CC)C.[F:22][C:23]1[CH:31]=[CH:30][CH:29]=[C:28]([F:32])[C:24]=1[C:25](Cl)=[O:26].Cl. The catalyst class is: 159. Product: [CH3:4][C:25]([C:24]1[C:23]([F:22])=[CH:31][CH:30]=[CH:29][C:28]=1[F:32])=[O:26].